This data is from Serine/threonine kinase 33 screen with 319,792 compounds. The task is: Binary Classification. Given a drug SMILES string, predict its activity (active/inactive) in a high-throughput screening assay against a specified biological target. The drug is Fc1c(OCc2onc(C(=O)N(CCCN3CCOCC3)C)c2)c(F)ccc1. The result is 0 (inactive).